Dataset: Forward reaction prediction with 1.9M reactions from USPTO patents (1976-2016). Task: Predict the product of the given reaction. (1) Given the reactants [CH3:1][O:2][C:3]1[CH:4]=[CH:5][C:6]([C:18]([C:20]2[CH:21]=[N:22][C:23]([O:26][CH2:27][C:28]3[N:29]=[C:30]([C:34]4[CH:39]=[CH:38][CH:37]=[CH:36][CH:35]=4)[O:31][C:32]=3[CH3:33])=[CH:24][CH:25]=2)=[O:19])=[C:7]([CH:17]=1)[O:8][C@H:9]([CH3:16])[C:10]([O:12]CC=C)=[O:11].O.[OH-].[Li+].Cl, predict the reaction product. The product is: [CH3:1][O:2][C:3]1[CH:4]=[CH:5][C:6]([C:18]([C:20]2[CH:21]=[N:22][C:23]([O:26][CH2:27][C:28]3[N:29]=[C:30]([C:34]4[CH:39]=[CH:38][CH:37]=[CH:36][CH:35]=4)[O:31][C:32]=3[CH3:33])=[CH:24][CH:25]=2)=[O:19])=[C:7]([CH:17]=1)[O:8][C@H:9]([CH3:16])[C:10]([OH:12])=[O:11]. (2) Given the reactants [O:1]1[CH2:6][CH2:5][N:4]([C:7]2[C:8]3[N:9]([CH:33]=[C:34]([CH2:36][CH2:37][C:38]4[CH:47]=[CH:46][C:45]5[C:40](=[CH:41][CH:42]=[CH:43][CH:44]=5)[N:39]=4)[N:35]=3)[C:10]([C:13]3[CH:18]=[CH:17][C:16]([N:19]4[C:23](=[O:24])[N:22](COCC[Si](C)(C)C)[N:21]=[CH:20]4)=[CH:15][CH:14]=3)=[CH:11][N:12]=2)[CH2:3][CH2:2]1.C(Cl)Cl.C(O)(C(F)(F)F)=O.O.CCO.CCN(C(C)C)C(C)C, predict the reaction product. The product is: [O:1]1[CH2:2][CH2:3][N:4]([C:7]2[C:8]3[N:9]([CH:33]=[C:34]([CH2:36][CH2:37][C:38]4[CH:47]=[CH:46][C:45]5[C:40](=[CH:41][CH:42]=[CH:43][CH:44]=5)[N:39]=4)[N:35]=3)[C:10]([C:13]3[CH:18]=[CH:17][C:16]([N:19]4[C:23](=[O:24])[NH:22][N:21]=[CH:20]4)=[CH:15][CH:14]=3)=[CH:11][N:12]=2)[CH2:5][CH2:6]1. (3) Given the reactants [O:1]=[C:2]1[CH2:7][NH:6][C:5](=[O:8])[CH2:4][N:3]1[C:9]1[CH:10]=[N:11][N:12]2[CH2:17][CH:16]([CH3:18])[N:15](C(OC(C)(C)C)=O)[CH2:14][C:13]=12.FC(F)(F)C(O)=O.CCN(C(C)C)C(C)C.[Cl:42][C:43]1[CH:44]=[C:45]([NH:50][C:51](=[O:59])OC2C=CC=CC=2)[CH:46]=[CH:47][C:48]=1[F:49], predict the reaction product. The product is: [Cl:42][C:43]1[CH:44]=[C:45]([NH:50][C:51]([N:15]2[CH:16]([CH3:18])[CH2:17][N:12]3[N:11]=[CH:10][C:9]([N:3]4[CH2:4][C:5](=[O:8])[NH:6][CH2:7][C:2]4=[O:1])=[C:13]3[CH2:14]2)=[O:59])[CH:46]=[CH:47][C:48]=1[F:49]. (4) Given the reactants [NH2:1][CH:2]1[CH2:11][CH2:10][C:9]2[CH:8]=[C:7]([C:12]([O:14][CH3:15])=[O:13])[CH:6]=[CH:5][C:4]=2[CH2:3]1.[Cl:16][C:17]1[CH:24]=[CH:23][C:20]([CH:21]=O)=[CH:19][CH:18]=1.C(O)(=O)C.C([BH3-])#N.[Na+].C(=O)(O)[O-].[Na+], predict the reaction product. The product is: [Cl:16][C:17]1[CH:24]=[CH:23][C:20]([CH2:21][NH:1][CH:2]2[CH2:11][CH2:10][C:9]3[CH:8]=[C:7]([C:12]([O:14][CH3:15])=[O:13])[CH:6]=[CH:5][C:4]=3[CH2:3]2)=[CH:19][CH:18]=1. (5) Given the reactants [Cl:1][C:2]1[CH:17]=[CH:16][CH:15]=[CH:14][C:3]=1[C:4]([NH:6][NH:7][C:8]([NH:10][CH:11]1[CH2:13][CH2:12]1)=[O:9])=O.Cl, predict the reaction product. The product is: [Cl:1][C:2]1[CH:17]=[CH:16][CH:15]=[CH:14][C:3]=1[C:4]1[N:10]([CH:11]2[CH2:13][CH2:12]2)[C:8](=[O:9])[NH:7][N:6]=1. (6) Given the reactants C(OC([NH:11][C:12]1[CH:13]=[C:14]([S:25]([NH2:28])(=[O:27])=[O:26])[CH:15]=[CH:16][C:17]=1[C:18]([O:20]C(C)(C)C)=[O:19])=O)C1C=CC=CC=1.[OH:29][C:30]1[CH:31]=[C:32]([NH:46][C:47](OC2C=CC=CC=2)=[O:48])[C:33](=[CH:44][CH:45]=1)[C:34](OCC1C=CC=CC=1)=[O:35], predict the reaction product. The product is: [OH:29][C:30]1[CH:31]=[C:32]2[C:33]([C:34](=[O:35])[N:28]([S:25]([C:14]3[CH:13]=[C:12]([NH2:11])[C:17](=[CH:16][CH:15]=3)[C:18]([OH:20])=[O:19])(=[O:26])=[O:27])[C:47](=[O:48])[NH:46]2)=[CH:44][CH:45]=1.